Dataset: Full USPTO retrosynthesis dataset with 1.9M reactions from patents (1976-2016). Task: Predict the reactants needed to synthesize the given product. (1) Given the product [OH:1][C:2]1[C:3]([C:16]([NH:18][CH:19]([C:21]2[CH:22]=[CH:23][CH:24]=[CH:25][CH:26]=2)[CH3:20])=[O:17])=[CH:4][N:5]([CH2:9][C:10]2[CH:15]=[CH:14][CH:13]=[CH:12][CH:11]=2)[C:6](=[O:8])[C:7]=1[C:32]([NH:31][CH2:56][C:55]([OH:58])=[O:57])=[O:34], predict the reactants needed to synthesize it. The reactants are: [OH:1][C:2]1[C:3]([C:16]([NH:18][CH:19]([C:21]2[CH:26]=[CH:25][CH:24]=[CH:23][CH:22]=2)[CH3:20])=[O:17])=[CH:4][N:5]([CH2:9][C:10]2[CH:15]=[CH:14][CH:13]=[CH:12][CH:11]=2)[C:6](=[O:8])[CH:7]=1.OC1C(C(OC)=O)=C[N:31](CC2C=CC=CC=2)[C:32](=[O:34])C=1.C1(C(N)C)C=CC=CC=1.[C:55]([O:58]CC)(=[O:57])[CH3:56]. (2) Given the product [Br:1][C:2]1[CH:3]=[C:4]([O:13][CH2:12][C:11]([F:15])([F:14])[F:10])[CH:5]=[C:6]([F:8])[CH:7]=1, predict the reactants needed to synthesize it. The reactants are: [Br:1][C:2]1[CH:7]=[C:6]([F:8])[CH:5]=[C:4](F)[CH:3]=1.[F:10][C:11]([F:15])([F:14])[CH2:12][OH:13].CC(C)([O-])C.[K+].